The task is: Predict the reaction yield, written as a fraction of the theoretical maximum amount of product (1.0 means a 100% yield; for example, 0.34 means a 34% yield).. This data is from Reaction yield outcomes from USPTO patents with 853,638 reactions. (1) The reactants are [CH2:1]([O:3][C:4](=O)[CH2:5][C:6](=O)[C:7]1[CH:12]=[CH:11][CH:10]=[CH:9][CH:8]=1)[CH3:2].[CH2:15]([NH2:22])[C:16]1[CH:21]=[CH:20][CH:19]=[CH:18][CH:17]=1.O.C1(C)C=CC(S(O)(=O)=[O:31])=CC=1.[H-].[Al+3].[Li+].[H-].[H-].[H-].S([O-])([O-])(=O)=O.[Na+].[Na+].C(N(CC)CC)C.ClCC(Cl)=O.[OH-].[K+]. The catalyst is C1(C)C=CC=CC=1.O. The product is [CH2:15]([N:22]1[CH:6]([C:7]2[CH:12]=[CH:11][CH:10]=[CH:9][CH:8]=2)[CH2:5][CH2:4][O:3][CH2:1][C:2]1=[O:31])[C:16]1[CH:21]=[CH:20][CH:19]=[CH:18][CH:17]=1. The yield is 0.100. (2) The reactants are C(O)CCCCCC(O)CCCC#C.[C:15]([O:18][CH:19]([CH2:28][CH2:29][CH2:30][CH2:31][CH2:32][CH2:33][CH2:34][O:35][Si](C(C)(C)C)(C)C)[CH2:20][CH2:21][C:22]#[C:23][Si](C)(C)C)(=[O:17])[CH3:16].[N+](CCCC)(CCCC)(CCCC)CCCC.[F-]. No catalyst specified. The product is [C:15]([O:18][CH:19]([CH2:28][CH2:29][CH2:30][CH2:31][CH2:32][CH2:33][CH2:34][OH:35])[CH2:20][CH2:21][C:22]#[CH:23])(=[O:17])[CH3:16]. The yield is 0.690. (3) The reactants are [Br:1][C:2]1[CH:21]=[CH:20][C:5]2[C:6](=[O:19])[CH:7]([C:9](=[O:18])[C:10]3[CH:15]=[CH:14][C:13]([Cl:16])=[CH:12][C:11]=3[Cl:17])[O:8][C:4]=2[CH:3]=1.S(OC)(O[CH3:26])(=O)=O.C(=O)([O-])[O-].[Cs+].[Cs+]. The yield is 0.280. The product is [Br:1][C:2]1[CH:21]=[CH:20][C:5]2[C:6]([O:19][CH3:26])=[C:7]([C:9]([C:10]3[CH:15]=[CH:14][C:13]([Cl:16])=[CH:12][C:11]=3[Cl:17])=[O:18])[O:8][C:4]=2[CH:3]=1. The catalyst is CC(C)=O. (4) The reactants are [Na].[C:2]([O:10]CC)(=[O:9])[CH2:3][C:4]([O:6]CC)=[O:5].[CH2:13]([O:20][C:21]([N:23]1[CH2:28][CH2:27][CH:26](OS(C2C=CC=CC=2)(=O)=O)[CH2:25][CH2:24]1)=[O:22])[C:14]1[CH:19]=[CH:18][CH:17]=[CH:16][CH:15]=1.O.[OH-].[Li+]. The catalyst is C(O)C.CO.O. The product is [CH2:13]([O:20][C:21]([N:23]1[CH2:28][CH2:27][CH:26]([CH:3]([C:4]([OH:6])=[O:5])[C:2]([OH:10])=[O:9])[CH2:25][CH2:24]1)=[O:22])[C:14]1[CH:15]=[CH:16][CH:17]=[CH:18][CH:19]=1. The yield is 0.560. (5) The reactants are Cl[C:2]1[NH:6][C:5]2[CH:7]=[C:8]([F:11])[CH:9]=[CH:10][C:4]=2[N:3]=1.[CH3:12][NH2:13]. No catalyst specified. The product is [F:11][C:8]1[CH:9]=[CH:10][C:4]2[N:3]=[C:2]([NH:13][CH3:12])[NH:6][C:5]=2[CH:7]=1. The yield is 0.640.